Dataset: Catalyst prediction with 721,799 reactions and 888 catalyst types from USPTO. Task: Predict which catalyst facilitates the given reaction. Reactant: [H-].[Na+].CC1[N:8]=[C:7]([NH:9][C:10]2[CH:15]=[CH:14][CH:13]=[CH:12][N:11]=2)SN=1.[CH2:16]([O:18][C:19](=[O:27])[CH2:20][CH2:21][CH2:22][CH2:23][CH2:24][CH2:25]I)[CH3:17].O. Product: [CH3:7][N:9]1[CH:10]=[CH:15][C:7]([N:9]([C:10]2[CH:15]=[CH:14][CH:13]=[CH:12][N:11]=2)[CH2:25][CH2:24][CH2:23][CH2:22][CH2:21][CH2:20][C:19]([O:18][CH2:16][CH3:17])=[O:27])=[N:8]1. The catalyst class is: 3.